This data is from CYP2C9 inhibition data for predicting drug metabolism from PubChem BioAssay. The task is: Regression/Classification. Given a drug SMILES string, predict its absorption, distribution, metabolism, or excretion properties. Task type varies by dataset: regression for continuous measurements (e.g., permeability, clearance, half-life) or binary classification for categorical outcomes (e.g., BBB penetration, CYP inhibition). Dataset: cyp2c9_veith. (1) The molecule is CC1=CC(=O)N(c2cccc(C(F)(F)F)c2)C1c1ccc(Cl)cc1. The result is 1 (inhibitor). (2) The drug is CCC(C)NC(=O)C1CCCN(C(=O)NC2CCCCC2)C1. The result is 1 (inhibitor). (3) The compound is CCOC(=O)C1=C(C)NC(C)=C(C(=O)OC)[C@@H]1c1cccc([N+](=O)[O-])c1. The result is 1 (inhibitor).